From a dataset of Catalyst prediction with 721,799 reactions and 888 catalyst types from USPTO. Predict which catalyst facilitates the given reaction. Reactant: [CH:1]1([CH2:4][O:5][C:6]2[CH:14]=[CH:13][C:9]3[O:10][CH2:11][O:12][C:8]=3[C:7]=2[C:15]2[C:16]3[NH:23][CH:22]=[C:21]([C:24]([NH:26][C@@H:27]([C:33]([N:35]4[CH2:40][CH2:39][CH:38]([N:41]5[N:50]=[C:49]([C:51]6[CH:56]=[CH:55][C:54]([O:57][CH3:58])=[C:53]([O:59][CH3:60])[CH:52]=6)[C@@H:48]6[C@@H:43]([CH2:44][CH2:45][CH2:46][CH2:47]6)[C:42]5=[O:61])[CH2:37][CH2:36]4)=[O:34])[CH2:28][CH2:29][C:30](O)=[O:31])=[O:25])[C:17]=3[N:18]=[CH:19][N:20]=2)[CH2:3][CH2:2]1.[CH3:62][CH:63]([NH2:65])[CH3:64].CCOC(C(C#N)=NOC(N1CCOCC1)=[N+](C)C)=O.F[P-](F)(F)(F)(F)F.CCN(C(C)C)C(C)C. Product: [CH:1]1([CH2:4][O:5][C:6]2[CH:14]=[CH:13][C:9]3[O:10][CH2:11][O:12][C:8]=3[C:7]=2[C:15]2[C:16]3[NH:23][CH:22]=[C:21]([C:24]([NH:26][C@H:27]([CH2:28][CH2:29][C:30](=[O:31])[NH:65][CH:63]([CH3:64])[CH3:62])[C:33]([N:35]4[CH2:36][CH2:37][CH:38]([N:41]5[N:50]=[C:49]([C:51]6[CH:56]=[CH:55][C:54]([O:57][CH3:58])=[C:53]([O:59][CH3:60])[CH:52]=6)[C@@H:48]6[C@@H:43]([CH2:44][CH2:45][CH2:46][CH2:47]6)[C:42]5=[O:61])[CH2:39][CH2:40]4)=[O:34])=[O:25])[C:17]=3[N:18]=[CH:19][N:20]=2)[CH2:2][CH2:3]1. The catalyst class is: 2.